Dataset: Reaction yield outcomes from USPTO patents with 853,638 reactions. Task: Predict the reaction yield, written as a fraction of the theoretical maximum amount of product (1.0 means a 100% yield; for example, 0.34 means a 34% yield). (1) The reactants are [Cl:1][C:2]1[CH:7]=[C:6]([CH:8]([CH3:10])[CH3:9])[C:5]([OH:11])=[C:4]([N+:12]([O-])=O)[C:3]=1[CH3:15].C(OCC)(=O)C. The catalyst is C(O)(=O)C.[Zn]. The product is [NH2:12][C:4]1[C:3]([CH3:15])=[C:2]([Cl:1])[CH:7]=[C:6]([CH:8]([CH3:9])[CH3:10])[C:5]=1[OH:11]. The yield is 0.990. (2) The reactants are [O:1]([CH2:8][CH2:9][C:10]1([C:23]([O:25][CH2:26][CH3:27])=[O:24])[CH2:15][CH2:14][N:13]([C:16](OC(C)(C)C)=O)[CH2:12][CH2:11]1)[C:2]1[CH:7]=[CH:6][CH:5]=[CH:4][CH:3]=1.FC(F)(F)C(O)=O.N1(C([O-])=O)CCCCC1.[CH2:44]([O:47][C:48]1[CH:53]=[CH:52][C:51](CBr)=[CH:50][C:49]=1[Cl:56])[CH:45]=[CH2:46].C(N(CC)C(C)C)(C)C. The catalyst is C(Cl)Cl.C(#N)C.O. The product is [CH2:26]([O:25][C:23]([C:10]1([CH2:9][CH2:8][O:1][C:2]2[CH:3]=[CH:4][CH:5]=[CH:6][CH:7]=2)[CH2:11][CH2:12][N:13]([CH2:16][C:51]2[CH:52]=[CH:53][C:48]([O:47][CH2:44][CH:45]=[CH2:46])=[C:49]([Cl:56])[CH:50]=2)[CH2:14][CH2:15]1)=[O:24])[CH3:27]. The yield is 0.710. (3) The reactants are [Al+3].[Cl-].[Cl-].[Cl-].[N+:5]([CH2:8][CH2:9][C:10](Cl)=[O:11])([O-:7])=[O:6].C([C:21]1[CH:26]=[CH:25][CH:24]=[CH:23][CH:22]=1)CCCCCCC.Cl. The catalyst is C(Cl)Cl. The product is [N+:5]([CH2:8][CH2:9][C:10]([C:21]1[CH:26]=[CH:25][CH:24]=[CH:23][CH:22]=1)=[O:11])([O-:7])=[O:6]. The yield is 0.760. (4) The reactants are [CH3:1][N:2]([CH3:23])[CH2:3][CH2:4][C:5]1[S:9][C:8]2[CH:10]=[C:11]([CH3:14])[CH:12]=[CH:13][C:7]=2[C:6]=1[C:15]([C:17]1[CH:22]=[CH:21][CH:20]=[CH:19][N:18]=1)=[O:16].[Li][CH3:25]. The catalyst is C1(C)C=CC=CC=1. The product is [CH3:23][N:2]([CH3:1])[CH2:3][CH2:4][C:5]1[S:9][C:8]2[CH:10]=[C:11]([CH3:14])[CH:12]=[CH:13][C:7]=2[C:6]=1[C:15]([C:17]1[CH:22]=[CH:21][CH:20]=[CH:19][N:18]=1)([OH:16])[CH3:25]. The yield is 1.00. (5) The catalyst is O1CCCC1.C(OCC)C. The yield is 0.650. The product is [C:39]([O:43][C:44]([N:46]1[CH2:51][CH2:50][C:49]([C:52](=[O:53])[NH:38][CH2:37][CH2:36][C:33]2[CH:34]=[CH:35][C:30]([CH2:28][CH3:29])=[CH:31][CH:32]=2)([CH2:55][C:56]2[CH:61]=[CH:60][CH:59]=[CH:58][C:57]=2[F:62])[CH2:48][CH2:47]1)=[O:45])([CH3:41])([CH3:42])[CH3:40]. The reactants are F[P-](F)(F)(F)(F)F.N1(O[P+](N(C)C)(N(C)C)N(C)C)C2C=CC=CC=2N=N1.[CH2:28]([C:30]1[CH:35]=[CH:34][C:33]([CH2:36][CH2:37][NH2:38])=[CH:32][CH:31]=1)[CH3:29].[C:39]([O:43][C:44]([N:46]1[CH2:51][CH2:50][C:49]([CH2:55][C:56]2[CH:61]=[CH:60][CH:59]=[CH:58][C:57]=2[F:62])([C:52](O)=[O:53])[CH2:48][CH2:47]1)=[O:45])([CH3:42])([CH3:41])[CH3:40].C(N(CC)CC)C. (6) The reactants are Cl[C:2]1[CH:7]=[C:6]([C:8]2[CH:13]=[CH:12][CH:11]=[C:10]([C:14]#[C:15][C@:16]3([OH:23])[CH2:20][CH2:19][N:18]([CH3:21])[C:17]3=[O:22])[CH:9]=2)[N:5]=[C:4]([C:24]([O:26][CH2:27][CH3:28])=[O:25])[CH:3]=1.[CH3:29][N:30]1[C:34](B(O)O)=[CH:33][CH:32]=[N:31]1. No catalyst specified. The product is [OH:23][C@@:16]1([C:15]#[C:14][C:10]2[CH:9]=[C:8]([C:6]3[N:5]=[C:4]([C:24]([O:26][CH2:27][CH3:28])=[O:25])[CH:3]=[C:2]([C:34]4[N:30]([CH3:29])[N:31]=[CH:32][CH:33]=4)[CH:7]=3)[CH:13]=[CH:12][CH:11]=2)[CH2:20][CH2:19][N:18]([CH3:21])[C:17]1=[O:22]. The yield is 0.520. (7) The reactants are [CH3:1][C:2]1[S:3][C:4]([C:10]2[CH:15]=[CH:14][C:13]([F:16])=[CH:12][CH:11]=2)=[C:5]([C:7](Cl)=[O:8])[N:6]=1.[Br:17][C:18]1[C:26]2[N:25]=[C:24]([CH2:27][CH:28]3[CH2:33][CH2:32][CH2:31][CH2:30][NH:29]3)[NH:23][C:22]=2[CH:21]=[CH:20][CH:19]=1.C(N(CC)CC)C. The catalyst is ClCCl. The product is [Br:17][C:18]1[C:26]2[N:25]=[C:24]([CH2:27][CH:28]3[CH2:33][CH2:32][CH2:31][CH2:30][N:29]3[C:7]([C:5]3[N:6]=[C:2]([CH3:1])[S:3][C:4]=3[C:10]3[CH:15]=[CH:14][C:13]([F:16])=[CH:12][CH:11]=3)=[O:8])[NH:23][C:22]=2[CH:21]=[CH:20][CH:19]=1. The yield is 0.890. (8) The reactants are [CH3:1][O:2][C:3]1[CH:4]=[C:5]2[C:10](=[CH:11][C:12]=1[O:13][CH3:14])[N:9]=[CH:8][N:7]=[C:6]2[S:15][C:16]1[CH:17]=[C:18]([CH:20]=[CH:21][CH:22]=1)[NH2:19].[F:23][C:24]([F:35])([F:34])[C:25]1[CH:26]=[C:27]([N:31]=[C:32]=[O:33])[CH:28]=[CH:29][CH:30]=1. The yield is 0.730. No catalyst specified. The product is [CH3:1][O:2][C:3]1[CH:4]=[C:5]2[C:10](=[CH:11][C:12]=1[O:13][CH3:14])[N:9]=[CH:8][N:7]=[C:6]2[S:15][C:16]1[CH:17]=[C:18]([NH:19][C:32]([NH:31][C:27]2[CH:28]=[CH:29][CH:30]=[C:25]([C:24]([F:23])([F:34])[F:35])[CH:26]=2)=[O:33])[CH:20]=[CH:21][CH:22]=1. (9) The reactants are C(N(CC)CC)C.Cl.[NH2:9][C@@H:10]1[CH2:15][CH2:14][C@H:13]([C:16]([O:18][CH3:19])=[O:17])[CH2:12][CH2:11]1.[CH3:20][C:21]([S:24](Cl)=[O:25])([CH3:23])[CH3:22].Cl. The catalyst is C(OCC)(=O)C. The product is [CH3:20][C:21]([S:24]([NH:9][C@@H:10]1[CH2:11][CH2:12][C@H:13]([C:16]([O:18][CH3:19])=[O:17])[CH2:14][CH2:15]1)=[O:25])([CH3:23])[CH3:22]. The yield is 0.0109. (10) The reactants are C[O:2][C:3]([C:5]1[CH:6]=[CH:7][C:8]2[CH2:9][C@H:10]3[C@@H:15]([C:16]=2[CH:17]=1)[CH2:14][CH2:13][CH2:12][N:11]3[C:18]([C:20]1[CH:28]=[CH:27][C:23]2[NH:24][CH:25]=[N:26][C:22]=2[CH:21]=1)=[O:19])=[O:4].COC(C1C=CC2[C@@H]3[C@@H](N(C(C4C=CC5NC=NC=5C=4)=O)CCC3)CC=2C=1)=O. No catalyst specified. The product is [NH:24]1[C:23]2[CH:27]=[CH:28][C:20]([C:18]([N:11]3[CH2:12][CH2:13][CH2:14][C@@H:15]4[C:16]5[CH:17]=[C:5]([C:3]([OH:4])=[O:2])[CH:6]=[CH:7][C:8]=5[CH2:9][C@H:10]34)=[O:19])=[CH:21][C:22]=2[N:26]=[CH:25]1. The yield is 0.0400.